From a dataset of Catalyst prediction with 721,799 reactions and 888 catalyst types from USPTO. Predict which catalyst facilitates the given reaction. (1) Reactant: [CH3:1][O:2][C:3]([CH:5]1[CH2:9][CH:8]=[CH:7][CH2:6]1)=[O:4].[OH2:10].C[OH:12]. Product: [CH3:1][O:2][C:3](=[O:4])[CH:5]([CH2:9][CH:8]=[O:12])[CH2:6][CH:7]=[O:10]. The catalyst class is: 74. (2) Reactant: CN(C(ON1N=NC2C=CC=NC1=2)=[N+](C)C)C.F[P-](F)(F)(F)(F)F.[Cl:25][C:26]1[CH:27]=[C:28]([C:53](O)=[O:54])[CH:29]=[N:30][C:31]=1[NH:32][NH:33][C:34]([NH:36][CH:37]1[C:43]2[CH:44]=[N:45][CH:46]=[CH:47][C:42]=2[CH2:41][CH2:40][C:39]2[C:48]([F:52])=[CH:49][CH:50]=[CH:51][C:38]1=2)=[S:35].CCN(C(C)C)C(C)C.[CH2:65]1[C@@H:70]([NH2:71])[C:68](=[O:69])[S:67][CH2:66]1.Cl. The catalyst class is: 44. Product: [Cl:25][C:26]1[CH:27]=[C:28]([C:53]([NH:71][C@@H:70]2[CH2:65][CH2:66][S:67][C:68]2=[O:69])=[O:54])[CH:29]=[N:30][C:31]=1[NH:32][NH:33][C:34]([NH:36][CH:37]1[C:43]2[CH:44]=[N:45][CH:46]=[CH:47][C:42]=2[CH2:41][CH2:40][C:39]2[C:48]([F:52])=[CH:49][CH:50]=[CH:51][C:38]1=2)=[S:35]. (3) Reactant: [H-].[Na+].[Cl:3][C:4]1[CH:9]=[CH:8][C:7]([N:10]2[C:18]([NH:19][CH:20]3[CH2:25][CH2:24][CH2:23]C[CH2:21]3)=[C:17]3[C:12]([CH:13]=[CH:14][CH:15]=[CH:16]3)=[N:11]2)=[CH:6][CH:5]=1.[N:26]([CH:29]1[CH2:33][CH2:32][CH2:31][CH2:30]1)=[C:27]=[O:28]. Product: [Cl:3][C:4]1[CH:5]=[CH:6][C:7]([N:10]2[C:18]([N:19]([CH:20]3[CH2:25][CH2:24][CH2:23][CH2:21]3)[C:27]([NH:26][CH:29]3[CH2:33][CH2:32][CH2:31][CH2:30]3)=[O:28])=[C:17]3[C:12]([CH:13]=[CH:14][CH:15]=[CH:16]3)=[N:11]2)=[CH:8][CH:9]=1. The catalyst class is: 163. (4) The catalyst class is: 8. Reactant: [Na].[CH3:2][C:3]([C:5]1[C:6]([OH:12])=[CH:7][CH:8]=[CH:9][C:10]=1[OH:11])=[O:4].[C:13](OCC)(=O)[C:14]([O:16][CH2:17][CH3:18])=[O:15].Cl. Product: [OH:12][C:6]1[CH:7]=[CH:8][CH:9]=[C:10]2[C:5]=1[C:3](=[O:4])[CH:2]=[C:13]([C:14]([O:16][CH2:17][CH3:18])=[O:15])[O:11]2. (5) Reactant: [F:1][C:2]1[CH:3]=[C:4]2[C:8](=[CH:9][C:10]=1[OH:11])[N:7]([S:12]([CH3:15])(=[O:14])=[O:13])[CH:6]=[CH:5]2.N1C=CC=CC=1.[F:22][C:23]([F:36])([F:35])[S:24](O[S:24]([C:23]([F:36])([F:35])[F:22])(=[O:26])=[O:25])(=[O:26])=[O:25]. Product: [F:1][C:2]1[CH:3]=[C:4]2[C:8](=[CH:9][C:10]=1[O:11][S:24]([C:23]([F:36])([F:35])[F:22])(=[O:26])=[O:25])[N:7]([S:12]([CH3:15])(=[O:13])=[O:14])[CH:6]=[CH:5]2. The catalyst class is: 4. (6) Reactant: [C:1]([NH:4][CH2:5][C@@H:6]1[O:10][C:9](=[O:11])[N:8]([C:12]2[CH:37]=[CH:36][C:15]3[C:16]4[NH:17][N:18]=[C:19]([NH:24][C:25](=[O:35])[CH2:26][O:27]CC5C=CC=CC=5)[C:20]=4[CH2:21][CH2:22][CH2:23][C:14]=3[CH:13]=2)[CH2:7]1)(=[O:3])[CH3:2].C1COCC1. Product: [C:1]([NH:4][CH2:5][C@@H:6]1[O:10][C:9](=[O:11])[N:8]([C:12]2[CH:37]=[CH:36][C:15]3[C:16]4[NH:17][N:18]=[C:19]([NH:24][C:25](=[O:35])[CH2:26][OH:27])[C:20]=4[CH2:21][CH2:22][CH2:23][C:14]=3[CH:13]=2)[CH2:7]1)(=[O:3])[CH3:2]. The catalyst class is: 43.